This data is from Forward reaction prediction with 1.9M reactions from USPTO patents (1976-2016). The task is: Predict the product of the given reaction. (1) The product is: [CH3:24][CH2:23]/[CH:22]=[CH:21]\[CH2:20]/[CH:19]=[CH:18]\[CH2:17]/[CH:16]=[CH:15]\[CH2:14][CH2:13][CH2:12][CH2:11][CH2:10][CH2:9][CH2:8][C:7]([OH:26])=[O:25].[C:7]([OH:26])(=[O:25])[CH2:8][CH2:9][CH2:10][CH2:11][CH2:12][CH2:13][CH2:14]/[CH:15]=[CH:16]\[CH2:17][CH2:18][CH2:19][CH2:20][CH2:21][CH2:22][CH2:23][CH3:24]. Given the reactants C1N=CNC1=O.[C:7]([OH:26])(=[O:25])[CH2:8][CH2:9][CH2:10][CH2:11][CH2:12][CH2:13][CH2:14]/[CH:15]=[CH:16]\[CH2:17][CH2:18][CH2:19][CH2:20][CH2:21][CH2:22][CH2:23][CH3:24], predict the reaction product. (2) Given the reactants [C:1]([O:5][C:6](=[O:17])/[CH:7]=[CH:8]/[C:9]1[S:13][C:12]([C:14]([OH:16])=[O:15])=[CH:11][CH:10]=1)([CH3:4])([CH3:3])[CH3:2].[CH:18](OC(OC(C)C)N(C)C)([CH3:20])[CH3:19], predict the reaction product. The product is: [C:1]([O:5][C:6](=[O:17])/[CH:7]=[CH:8]/[C:9]1[S:13][C:12]([C:14]([O:16][CH:18]([CH3:20])[CH3:19])=[O:15])=[CH:11][CH:10]=1)([CH3:4])([CH3:2])[CH3:3]. (3) The product is: [Cl:1][C:2]1[CH:27]=[CH:26][C:5]([CH2:6][N:7]2[C:15]3[C:10](=[CH:11][C:12]([CH:16]=[C:17]4[S:21][C:20]([N:39]5[CH2:44][CH2:43][N:42]([CH3:45])[CH2:41][C@@H:40]5[CH2:76][OH:77])=[N:19][C:18]4=[O:25])=[CH:13][CH:14]=3)[CH:9]=[N:8]2)=[C:4]([C:28]([F:31])([F:30])[F:29])[CH:3]=1. Given the reactants [Cl:1][C:2]1[CH:27]=[CH:26][C:5]([CH2:6][N:7]2[C:15]3[C:10](=[CH:11][C:12]([CH:16]=[C:17]4[S:21][C:20](SCC)=[N:19][C:18]4=[O:25])=[CH:13][CH:14]=3)[CH:9]=[N:8]2)=[C:4]([C:28]([F:31])([F:30])[F:29])[CH:3]=1.C(OC([N:39]1[CH2:44][CH2:43][N:42]([C:45]2SC(=CC3C=C4C(=CC=3)N(CC3C=CC(C(O)(C)C)=CC=3C(F)(F)F)N=C4)C(=O)N=2)[CH2:41][CH:40]1[CH2:76][OH:77])=O)(C)(C)C, predict the reaction product.